Dataset: Full USPTO retrosynthesis dataset with 1.9M reactions from patents (1976-2016). Task: Predict the reactants needed to synthesize the given product. (1) Given the product [Cl:9][C:4]1[N:3]=[C:2]([NH:1][C:15](=[O:17])[CH3:16])[CH:7]=[C:6]([Cl:8])[N:5]=1, predict the reactants needed to synthesize it. The reactants are: [NH2:1][C:2]1[CH:7]=[C:6]([Cl:8])[N:5]=[C:4]([Cl:9])[N:3]=1.C([O-])(O)=O.[Na+].[C:15](OC(=O)C)(=[O:17])[CH3:16]. (2) Given the product [CH2:24]([N:23]1[C:19]([C:17]2[CH:16]=[CH:15][N:14]=[C:13]([NH:6][C:7]3[CH:12]=[CH:11][C:10]([S:2](=[O:5])(=[O:3])[NH:29][CH:26]4[CH2:28][CH2:27]4)=[CH:9][CH:8]=3)[N:18]=2)=[CH:20][N:21]=[CH:22]1)[CH3:25], predict the reactants needed to synthesize it. The reactants are: Cl[S:2]([OH:5])(=O)=[O:3].[NH:6]([C:13]1[N:18]=[C:17]([C:19]2[N:23]([CH2:24][CH3:25])[CH:22]=[N:21][CH:20]=2)[CH:16]=[CH:15][N:14]=1)[C:7]1[CH:12]=[CH:11][CH:10]=[CH:9][CH:8]=1.[CH:26]1([NH2:29])[CH2:28][CH2:27]1.Cl.CCOCC. (3) The reactants are: [C:1]([C:4]1[CH:5]=[C:6]([NH:10][C:11](=[O:42])[CH2:12][C:13]2[C:14]([C:35]3[CH:40]=[CH:39][C:38]([CH3:41])=[CH:37][CH:36]=3)=[C:15]([CH2:26][NH:27]C(=O)OC(C)(C)C)[C:16]([CH2:21][C:22]([CH3:25])([CH3:24])[CH3:23])=[N:17][C:18]=2[CH2:19][CH3:20])[CH:7]=[CH:8][CH:9]=1)(=[O:3])[CH3:2].C(OC(=O)C)C.[ClH:49]. Given the product [ClH:49].[ClH:49].[C:1]([C:4]1[CH:5]=[C:6]([NH:10][C:11](=[O:42])[CH2:12][C:13]2[C:18]([CH2:19][CH3:20])=[N:17][C:16]([CH2:21][C:22]([CH3:24])([CH3:23])[CH3:25])=[C:15]([CH2:26][NH2:27])[C:14]=2[C:35]2[CH:36]=[CH:37][C:38]([CH3:41])=[CH:39][CH:40]=2)[CH:7]=[CH:8][CH:9]=1)(=[O:3])[CH3:2], predict the reactants needed to synthesize it. (4) Given the product [O:2]1[C:6]2[CH:7]=[CH:8][CH:9]=[C:10]([CH:11]3[CH2:16][CH2:15][N:14]([CH2:17][CH2:18][C@H:19]4[CH2:20][CH2:21][C@H:22]([NH:25][C:32](=[O:33])[CH2:31][CH:27]5[CH2:28][CH2:29][CH2:30][O:26]5)[CH2:23][CH2:24]4)[CH2:13][CH2:12]3)[C:5]=2[O:4][CH2:3]1, predict the reactants needed to synthesize it. The reactants are: Cl.[O:2]1[C:6]2[CH:7]=[CH:8][CH:9]=[C:10]([CH:11]3[CH2:16][CH2:15][N:14]([CH2:17][CH2:18][C@H:19]4[CH2:24][CH2:23][C@H:22]([NH2:25])[CH2:21][CH2:20]4)[CH2:13][CH2:12]3)[C:5]=2[O:4][CH2:3]1.[O:26]1[CH2:30][CH2:29][CH2:28][CH:27]1[CH2:31][C:32](O)=[O:33]. (5) Given the product [Cl:16][C:17]1[CH:25]=[CH:24][CH:23]=[CH:22][C:18]=1[C:19]1[N:6]=[C:4]([N:30]2[CH2:31][CH2:32][N:27]([CH3:26])[CH2:28][CH2:29]2)[C:3]2[C:2](=[CH:10][CH:9]=[C:8]([O:11][C:12]([F:15])([F:14])[F:13])[CH:7]=2)[N:1]=1, predict the reactants needed to synthesize it. The reactants are: [NH2:1][C:2]1[CH:10]=[CH:9][C:8]([O:11][C:12]([F:15])([F:14])[F:13])=[CH:7][C:3]=1[C:4]([NH2:6])=O.[Cl:16][C:17]1[CH:25]=[CH:24][CH:23]=[CH:22][C:18]=1[C:19](Cl)=O.[CH3:26][N:27]1[CH2:32][CH2:31][NH:30][CH2:29][CH2:28]1. (6) Given the product [Cl:7][C:8]1[S:12][C:11]([S:13]([NH:16][CH:17]([CH:22]2[CH2:27][CH:26]3[CH:24]([C:25]3([F:29])[F:28])[CH2:23]2)[CH2:18][OH:19])(=[O:14])=[O:15])=[CH:10][CH:9]=1, predict the reactants needed to synthesize it. The reactants are: [H-].[H-].[H-].[H-].[Li+].[Al+3].[Cl:7][C:8]1[S:12][C:11]([S:13]([NH:16][CH:17]([CH:22]2[CH2:27][CH:26]3[CH:24]([C:25]3([F:29])[F:28])[CH2:23]2)[C:18](OC)=[O:19])(=[O:15])=[O:14])=[CH:10][CH:9]=1. (7) Given the product [C:1]([O:5][C:6](=[O:18])[NH:7][CH2:8][CH2:9][N:10]1[CH:14]=[C:13]([I:16])[N:12]=[C:11]1[CH3:17])([CH3:4])([CH3:3])[CH3:2], predict the reactants needed to synthesize it. The reactants are: [C:1]([O:5][C:6](=[O:18])[NH:7][CH2:8][CH2:9][N:10]1[C:14](I)=[C:13]([I:16])[N:12]=[C:11]1[CH3:17])([CH3:4])([CH3:3])[CH3:2]. (8) Given the product [CH2:11]([S:8]([C:5]1[CH:6]=[CH:7][C:2]([NH:22][CH2:21][CH2:20][O:19][C:18]([F:24])([F:23])[F:17])=[C:3]([N+:13]([O-:15])=[O:14])[CH:4]=1)(=[O:10])=[O:9])[CH3:12], predict the reactants needed to synthesize it. The reactants are: Cl[C:2]1[CH:7]=[CH:6][C:5]([S:8]([CH2:11][CH3:12])(=[O:10])=[O:9])=[CH:4][C:3]=1[N+:13]([O-:15])=[O:14].Cl.[F:17][C:18]([F:24])([F:23])[O:19][CH2:20][CH2:21][NH2:22]. (9) Given the product [CH2:1]([O:3][C:4](=[O:7])[CH:5]=[CH2:6])[CH3:2].[C:8]([OH:13])(=[O:12])[C:9]([CH3:11])=[CH2:10], predict the reactants needed to synthesize it. The reactants are: [CH2:1]([O:3][C:4](=[O:7])[CH:5]=[CH2:6])[CH3:2].[C:8]([OH:13])(=[O:12])[C:9]([CH3:11])=[CH2:10].C(OCCCCOC(=O)C=C)(=O)C=C.C(OS([O-])(=O)=O)CCCCCCCCCCC.[Na+].OP([O-])([O-])=O.[K+].[K+].S(OOS([O-])(=O)=O)([O-])(=O)=O.[NH4+].[NH4+]. (10) The reactants are: [CH2:1]([S:3](Cl)(=[O:5])=[O:4])[CH3:2].C(OC([N:14]([C:22]1[C:27]([C:28]2[N:32]=[C:31]([CH3:33])[O:30][N:29]=2)=[N:26][C:25]([N:34]2[CH2:39][CH2:38][NH:37][CH2:36][CH2:35]2)=[CH:24][N:23]=1)C(=O)OC(C)(C)C)=O)(C)(C)C.C(N(CC)CC)C.Cl.O1CCOCC1. Given the product [CH2:1]([S:3]([N:37]1[CH2:38][CH2:39][N:34]([C:25]2[N:26]=[C:27]([C:28]3[N:32]=[C:31]([CH3:33])[O:30][N:29]=3)[C:22]([NH2:14])=[N:23][CH:24]=2)[CH2:35][CH2:36]1)(=[O:5])=[O:4])[CH3:2], predict the reactants needed to synthesize it.